From a dataset of Forward reaction prediction with 1.9M reactions from USPTO patents (1976-2016). Predict the product of the given reaction. (1) Given the reactants C(OC([NH:8][CH2:9][CH2:10][N:11]1[CH2:19][C:18]2[C:13](=[CH:14][CH:15]=[C:16]([C:20]([NH:22][C@H:23]([B:40]3[O:48]C4C(C)(C5CC(C4)C5(C)C)[O:41]3)[CH2:24][C:25]3[C:26](OC)=[C:27]([CH:35]=[CH:36][CH:37]=3)[C:28]([O:30]C(C)(C)C)=[O:29])=[O:21])[CH:17]=2)[CH2:12]1)=O)(C)(C)C.B(Cl)(Cl)Cl, predict the reaction product. The product is: [NH2:8][CH2:9][CH2:10][N:11]1[CH2:19][C:18]2[C:13](=[CH:14][CH:15]=[C:16]([C:20]([NH:22][C@H:23]3[CH2:24][C:25]4[CH:37]=[CH:36][CH:35]=[C:27]([C:28]([OH:30])=[O:29])[C:26]=4[O:48][B:40]3[OH:41])=[O:21])[CH:17]=2)[CH2:12]1. (2) Given the reactants Cl[C:2]1[N:10]=[C:9]2[C:5]([N:6]=[CH:7][N:8]2[CH:11]([CH3:13])[CH3:12])=[C:4]([NH:14][CH2:15][CH:16]2[CH2:18][CH2:17]2)[N:3]=1.[NH2:19][C@H:20]([CH2:23][CH3:24])[CH2:21][OH:22], predict the reaction product. The product is: [CH:16]1([CH2:15][NH:14][C:4]2[N:3]=[C:2]([NH:19][C@H:20]([CH2:23][CH3:24])[CH2:21][OH:22])[N:10]=[C:9]3[C:5]=2[N:6]=[CH:7][N:8]3[CH:11]([CH3:13])[CH3:12])[CH2:18][CH2:17]1. (3) Given the reactants [N:1]([C:4]1[CH:9]=[C:8]([C:10]([O:12]C)=[O:11])[CH:7]=[CH:6][C:5]=1[C:14]([O:16]C)=O)=[C:2]=[S:3].[NH2:18][C:19]1[N:24]=[C:23]([O:25][CH3:26])[CH:22]=[C:21]([O:27][CH3:28])[N:20]=1.[OH-].[Na+].Cl, predict the reaction product. The product is: [CH3:28][O:27][C:21]1[CH:22]=[C:23]([O:25][CH3:26])[N:24]=[C:19]([N:18]2[C:14](=[O:16])[C:5]3[C:4](=[CH:9][C:8]([C:10]([OH:12])=[O:11])=[CH:7][CH:6]=3)[NH:1][C:2]2=[S:3])[N:20]=1. (4) The product is: [Cl:1][C:2]1[CH:9]=[CH:8][C:7]([C:10]([F:13])([F:12])[F:11])=[CH:6][C:3]=1[CH2:4][NH:14][C:15]1[CH:16]=[C:17]2[C:21]3=[C:22]([CH2:24][S:25][CH2:26][CH2:27][N:20]3[C@H:19]3[CH2:28][CH2:29][NH:30][CH2:31][C@@H:18]23)[CH:23]=1. Given the reactants [Cl:1][C:2]1[CH:9]=[CH:8][C:7]([C:10]([F:13])([F:12])[F:11])=[CH:6][C:3]=1[CH:4]=O.[NH2:14][C:15]1[CH:16]=[C:17]2[C:21]3=[C:22]([CH2:24][S:25][CH2:26][CH2:27][N:20]3[C@H:19]3[CH2:28][CH2:29][N:30](C(OC(C)(C)C)=O)[CH2:31][C@@H:18]23)[CH:23]=1, predict the reaction product. (5) Given the reactants Br[CH2:2][CH2:3][CH2:4][CH2:5][N:6]1[CH2:11][C:10](=[O:12])[N:9]2[CH2:13][CH2:14][CH2:15][CH:8]2[C:7]1=[O:16].[CH3:17][C@@H:18]1[NH:23][CH2:22][CH2:21][N:20]([C:24]2[C:33]3[C:28](=[CH:29][CH:30]=[CH:31][CH:32]=3)[CH:27]=[CH:26][CH:25]=2)[CH2:19]1, predict the reaction product. The product is: [C:24]1([N:20]2[CH2:21][CH2:22][N:23]([CH2:2][CH2:3][CH2:4][CH2:5][N:6]3[CH2:11][C:10](=[O:12])[N:9]4[CH2:13][CH2:14][CH2:15][CH:8]4[C:7]3=[O:16])[C@@H:18]([CH3:17])[CH2:19]2)[C:33]2[C:28](=[CH:29][CH:30]=[CH:31][CH:32]=2)[CH:27]=[CH:26][CH:25]=1.